From a dataset of Experimentally validated miRNA-target interactions with 360,000+ pairs, plus equal number of negative samples. Binary Classification. Given a miRNA mature sequence and a target amino acid sequence, predict their likelihood of interaction. (1) The miRNA is mmu-miR-297a-5p with sequence AUGUAUGUGUGCAUGUGCAUGU. The protein sequence of the target gene is MSLSGASERSVPATKIEITVSCRNLLDLDTFSKSDPMVVLHTQSRASQEWREFGRTEVIDNTLNPDFVRKFVLDYFFEEKQNLRFDVYNVDSKANISKPKDFLGQAFLALGEVIGGQGSRVERPLTGVPGKKCGTILLTAEELSNCRDIATMQLCANKLDKKDFFGKSDPFLVFYRSNEDGTFTICHKTEVVKNTLNPVWQPFSIPVRALCNGDYDRTVKIDVYDWDRDGSHDFIGEFTTSYRELSKAQNQFTVYEVLNPRKKCKKKKYTNSGTVTLLSFSVDSEFTFVDYIKGGTQLNF.... Result: 1 (interaction). (2) The miRNA is hsa-miR-4711-5p with sequence UGCAUCAGGCCAGAAGACAUGAG. The protein sequence of the target gene is MAAALPLQPSTTASATTTATAVALGEVEDEGLLASLFRDRFPEAQWREKPDVGRYLRELSGSGLDRLRREPERLAEERAQRLQQTRDLAFANYKTFIRGAECTERIHRLFGDVEASLGRLLDRLPRFQQSCRNFVKEAEEISSSRRMNTLTLNRHTEILEILEIPQLMDTCVRNSYHEEALELAAYVRRLERKYSSIPVIQGIVNEVRQSMQLMLSQLIQQLRTNIQLPACLRVIGYLRRMDVFTEAELRVKFLQARDAWLRSILTAIPNDDPYFHITKTIEACRVHLFDIITQYRAIFS.... Result: 0 (no interaction). (3) The miRNA is hsa-miR-548ad-3p with sequence GAAAACGACAAUGACUUUUGCA. The protein sequence of the target gene is MAWPGTGPSSRGAPGGVGLRLGLLLQFLLLLRPTLGFGDEEERRCDPIRIAMCQNLGYNVTKMPNLVGHELQTDAELQLTTFTPLIQYGCSSQLQFFLCSVYVPMCTEKINIPIGPCGGMCLSVKRRCEPVLREFGFAWPDTLNCSKFPPQNDHNHMCMEGPGDEEVPLPHKTPIQPGEECHSVGSNSDQYIWVKRSLNCVLKCGYDAGLYSRSAKEFTDIWMAVWASLCFISTTFTVLTFLIDSSRFSYPERPIIFLSMCYNIYSIAYIVRLTVGRERISCDFEEAAEPVLIQEGLKNT.... Result: 0 (no interaction). (4) The miRNA is hsa-miR-222-3p with sequence AGCUACAUCUGGCUACUGGGU. The protein sequence of the target gene is MGQLSSANNLFALELFHTLNESNPTGNTIFSPVSISSALAMVYLGARGSTAAQLSKTLHFDSAEDIHSQFQSLTAEVSKRGASHTLKLANRLYGEKTYNFLPEYLASIQKTYSADLALVDFQHASEDARKEINQWVKGQTEEKIQELFAVGVVDSMTKLVLVNATYFKGMWQKKFMARDTTDAPFRLSKKVTKTVKMMYLKNNLPFGYIPDLKCKVLEMPYQGGELSMVILLPEDIEDETTGLEEIEKQLTLEKLQECENLQNIDVCVKLPKFKMEESYILNSNLGQLGVQDLFSSSKAD.... Result: 0 (no interaction). (5) The miRNA is mmu-miR-713 with sequence UGCACUGAAGGCACACAGC. The protein sequence of the target gene is MRPLCMTYWWLGLLATVGAATGPEADVEGTEDGSQREYIYLNRYKRAGESPDKCTYTFIVPQQRVTGAICVNSKEPEVHLENRVHKQELELLNNELLKQKRQIETLQQLVEVDGGIVSEVKLLRKESRNMNSRVTQLYMQLLHEIIRKRDNALELSQLENRILNQTADMLQLASKYKDLEHKFQHLAMLAHNQSEVIAQLEEHCQRVPAARPMPQPPPAAPPRVYQPPTYNRIINQISTNEIQSDQNLKVLPPSLPTMPALTSLPSSTDKPSGPWRDCLQALEDGHSTSSIYLVKPENTN.... Result: 0 (no interaction). (6) The miRNA is hsa-miR-6779-3p with sequence AAGCCCUGUCUCCUCCCAUCU. The protein sequence of the target gene is MSLWKKTVYRSLCLALALLVAVTVFQRSLTPGQFLQEPPPPTLEPQKAQKPNGQLVNPNNFWKNPKDVAAPTPMASQGPQAWDVTTTNCSANINLTHQPWFQVLEPQFRQFLFYRHCRYFPMLLNHPEKCRGDVYLLVVVKSVITQHDRREAIRQTWGRERQSAGGGRGAVRTLFLLGTASKQEERTHYQQLLAYEDRLYGDILQWGFLDTFFNLTLKEIHFLKWLDIYCPHVPFIFKGDDDVFVNPTNLLEFLADRQPQENLFVGDVLQHARPIRRKDNKYYIPGALYGKASYPPYAGG.... Result: 1 (interaction). (7) Result: 1 (interaction). The protein sequence of the target gene is MAAPSLLNWRRVSSFTGPVPRARHGHRAVAIRELMIIFGGGNEGIADELHVYNTATNQWFLPAVRGDIPPGCAAHGFVCDGTRILVFGGMVEYGRYSNELYELQASRWLWKKVKPHPPPSGLPPCPRLGHSFSLYGNKCYLFGGLANESEDSNNNVPRYLNDFYELELQHGSGVVGWSIPVTKGVVPSPRESHTAVIYCKKDSGSPKMYVFGGMCGARLDDLWQLDLETMSWSKPETKGTVPLPRSLHTASVIGNKMYIFGGWVPHKGENTETSPHDCEWRCTSSFSYLNLDTTEWTTLV.... The miRNA is hsa-miR-503-5p with sequence UAGCAGCGGGAACAGUUCUGCAG.